From a dataset of Forward reaction prediction with 1.9M reactions from USPTO patents (1976-2016). Predict the product of the given reaction. (1) Given the reactants [CH3:1][C@H:2]1[NH:7][CH2:6][C@H:5]([O:8][C:9]2[CH:10]=[C:11]([CH:15]([OH:17])[CH3:16])[CH:12]=[CH:13][CH:14]=2)[CH2:4][CH2:3]1.[N:18]1[N:19]([C:23]2[CH:31]=[CH:30][CH:29]=[CH:28][C:24]=2[C:25](O)=[O:26])[N:20]=[CH:21][CH:22]=1.C(Cl)CCl.ON1C2N=CC=CC=2N=N1.CCN(C(C)C)C(C)C, predict the reaction product. The product is: [CH3:1][C@H:2]1[N:7]([C:25]([C:24]2[CH:28]=[CH:29][CH:30]=[CH:31][C:23]=2[N:19]2[N:20]=[CH:21][CH:22]=[N:18]2)=[O:26])[CH2:6][C@H:5]([O:8][C:9]2[CH:10]=[C:11]([CH:15]([OH:17])[CH3:16])[CH:12]=[CH:13][CH:14]=2)[CH2:4][CH2:3]1. (2) Given the reactants [NH:1]1[CH2:6][CH2:5][NH:4][CH2:3][CH2:2]1.F[C:8]1[CH:15]=[C:14]([C:16]([F:19])([F:18])[F:17])[CH:13]=[CH:12][C:9]=1[C:10]#[N:11], predict the reaction product. The product is: [C:10]([C:9]1[CH:12]=[CH:13][C:14]([C:16]([F:17])([F:18])[F:19])=[CH:15][C:8]=1[N:1]1[CH2:6][CH2:5][NH:4][CH2:3][CH2:2]1)#[N:11]. (3) The product is: [Br:13][CH2:12][C:11]1[CH:10]=[CH:9][C:4]([C:5]([O:7][CH3:8])=[O:6])=[CH:3][C:2]=1[Cl:1]. Given the reactants [Cl:1][C:2]1[CH:3]=[C:4]([CH:9]=[CH:10][C:11]=1[CH3:12])[C:5]([O:7][CH3:8])=[O:6].[Br:13]N1C(=O)CCC1=O.N(C(C)(C)C#N)=NC(C)(C)C#N, predict the reaction product. (4) Given the reactants [OH:1][CH2:2][CH2:3][CH:4]1[CH2:8][CH2:7][CH:6]([NH:9]C(=O)OC(C)(C)C)[CH2:5]1.Cl, predict the reaction product. The product is: [NH2:9][CH:6]1[CH2:7][CH2:8][CH:4]([CH2:3][CH2:2][OH:1])[CH2:5]1. (5) Given the reactants [CH2:1](SC1C(NC(=O)C=1)=O)[CH2:2][CH2:3][CH2:4][CH2:5][CH3:6].[C:15](#N)[CH3:16], predict the reaction product. The product is: [C:3]1([C:15]([C:6]2[CH:5]=[CH:4][CH:3]=[CH:2][CH:1]=2)=[CH2:16])[CH:2]=[CH:1][CH:6]=[CH:5][CH:4]=1. (6) Given the reactants C(OC([NH:8][C@H:9]1[CH2:13][CH2:12][NH:11][CH2:10]1)=O)(C)(C)C.[CH3:14][S:15](Cl)(=[O:17])=[O:16], predict the reaction product. The product is: [CH3:14][S:15]([N:11]1[CH2:12][CH2:13][C@H:9]([NH2:8])[CH2:10]1)(=[O:17])=[O:16]. (7) Given the reactants [CH2:1]([O:3][C:4]([C:6]1[CH:10]=[C:9]([C:11]2[CH:16]=[CH:15][C:14]([C:17]([F:20])([F:19])[F:18])=[CH:13][CH:12]=2)[NH:8][N:7]=1)=[O:5])[CH3:2].[CH3:21]I.[OH-].[K+], predict the reaction product. The product is: [CH2:1]([O:3][C:4]([C:6]1[N:7]([CH3:21])[N:8]=[C:9]([C:11]2[CH:16]=[CH:15][C:14]([C:17]([F:19])([F:20])[F:18])=[CH:13][CH:12]=2)[CH:10]=1)=[O:5])[CH3:2].[CH2:1]([O:3][C:4]([C:6]1[CH:10]=[C:9]([C:11]2[CH:16]=[CH:15][C:14]([C:17]([F:19])([F:20])[F:18])=[CH:13][CH:12]=2)[N:8]([CH3:21])[N:7]=1)=[O:5])[CH3:2]. (8) The product is: [CH2:16]([O:15][C:8]([C:9]1[C:3]2[CH2:4][C@@H:5]3[CH2:6][C@@H:1]3[C:2]=2[N:24]([C:26]2[CH:31]=[N:30][CH:29]=[CH:28][N:27]=2)[N:25]=1)=[O:14])[CH3:17]. Given the reactants [C@H:1]12[CH2:6][C@H:5]1[CH2:4][CH2:3][C:2]2=O.[C:8]([O:15][CH2:16][CH3:17])(=[O:14])[C:9](OCC)=O.CC(C)([O-])C.[K+].[NH:24]([C:26]1[CH:31]=[N:30][CH:29]=[CH:28][N:27]=1)[NH2:25].Cl, predict the reaction product. (9) Given the reactants [NH2:1][C:2]1[CH:3]=[CH:4][C:5]([O:10][CH2:11][CH2:12][CH2:13][N:14]2[CH2:19][CH2:18][O:17][CH2:16][CH2:15]2)=[C:6]([CH:9]=1)[C:7]#[N:8].[C:20]([C:24]1[CH:25]=[C:26]([NH:37][C:38]([NH:40][C:41]2[C:50]3[C:45](=[CH:46][CH:47]=[CH:48][CH:49]=3)[C:44]([O:51][C:52]3[CH:57]=[CH:56][N:55]=[C:54](Cl)[CH:53]=3)=[CH:43][CH:42]=2)=[O:39])[C:27]([O:35][CH3:36])=[C:28]([NH:30][S:31]([CH3:34])(=[O:33])=[O:32])[CH:29]=1)([CH3:23])([CH3:22])[CH3:21].C([O-])([O-])=O.[K+].[K+].CC(C1C=C(C(C)C)C(C2C(P(C3CCCCC3)C3CCCCC3)=C(OC)C=CC=2OC)=C(C(C)C)C=1)C, predict the reaction product. The product is: [C:20]([C:24]1[CH:25]=[C:26]([NH:37][C:38]([NH:40][C:41]2[C:50]3[C:45](=[CH:46][CH:47]=[CH:48][CH:49]=3)[C:44]([O:51][C:52]3[CH:57]=[CH:56][N:55]=[C:54]([NH:1][C:2]4[CH:3]=[CH:4][C:5]([O:10][CH2:11][CH2:12][CH2:13][N:14]5[CH2:15][CH2:16][O:17][CH2:18][CH2:19]5)=[C:6]([C:7]#[N:8])[CH:9]=4)[CH:53]=3)=[CH:43][CH:42]=2)=[O:39])[C:27]([O:35][CH3:36])=[C:28]([NH:30][S:31]([CH3:34])(=[O:32])=[O:33])[CH:29]=1)([CH3:23])([CH3:21])[CH3:22]. (10) Given the reactants [N:1]1[C:10]2[C:5](=[CH:6][CH:7]=[CH:8][CH:9]=2)[N:4]=[CH:3][C:2]=1[C:11](Cl)=[O:12].C(N(C(C)C)CC)(C)C.[NH2:23][C:24]1[CH:39]=[CH:38][C:37]([Cl:40])=[CH:36][C:25]=1[C:26]([NH:28][CH2:29][CH:30]1[CH2:35][CH2:34][CH2:33][CH2:32][CH2:31]1)=[O:27], predict the reaction product. The product is: [Cl:40][C:37]1[CH:38]=[CH:39][C:24]([NH:23][C:11]([C:2]2[CH:3]=[N:4][C:5]3[C:10](=[CH:9][CH:8]=[CH:7][CH:6]=3)[N:1]=2)=[O:12])=[C:25]([C:26]([NH:28][CH2:29][CH:30]2[CH2:35][CH2:34][CH2:33][CH2:32][CH2:31]2)=[O:27])[CH:36]=1.